Dataset: Reaction yield outcomes from USPTO patents with 853,638 reactions. Task: Predict the reaction yield, written as a fraction of the theoretical maximum amount of product (1.0 means a 100% yield; for example, 0.34 means a 34% yield). The reactants are Cl[C:2]1[CH:3]=[CH:4][C:5]2[N:6]([C:8]([CH2:15][N:16]3[CH2:20][CH:19]([CH2:21][CH2:22][CH3:23])[CH2:18][C:17]3=[O:24])=[C:9]([C:11]([F:14])([F:13])[F:12])[N:10]=2)[N:7]=1.[OH-:25].[Na+].C(#N)C.O. The catalyst is CCCCCC.C(OCC)(=O)C. The product is [OH:25][C:2]1[CH:3]=[CH:4][C:5]2[N:6]([C:8]([CH2:15][N:16]3[CH2:20][CH:19]([CH2:21][CH2:22][CH3:23])[CH2:18][C:17]3=[O:24])=[C:9]([C:11]([F:14])([F:13])[F:12])[N:10]=2)[N:7]=1. The yield is 0.100.